From a dataset of Forward reaction prediction with 1.9M reactions from USPTO patents (1976-2016). Predict the product of the given reaction. (1) The product is: [CH:1]1([N:6]2[CH2:7][CH2:8][N:9]([C:12]([C:14]3[CH:15]=[C:16]4[C:20](=[CH:21][CH:22]=3)[NH:19][C:18]([C:23]([N:54]3[CH2:55][CH2:56][CH:51]([O:50][CH3:49])[CH2:52][CH2:53]3)=[O:24])=[CH:17]4)=[O:13])[CH2:10][CH2:11]2)[CH2:5][CH2:4][CH2:3][CH2:2]1. Given the reactants [CH:1]1([N:6]2[CH2:11][CH2:10][N:9]([C:12]([C:14]3[CH:15]=[C:16]4[C:20](=[CH:21][CH:22]=3)[NH:19][C:18]([C:23](O)=[O:24])=[CH:17]4)=[O:13])[CH2:8][CH2:7]2)[CH2:5][CH2:4][CH2:3][CH2:2]1.Cl.F[B-](F)(F)F.N1(OC(N(C)C)=[N+](C)C)C2C=CC=CC=2N=N1.[CH3:49][O:50][CH:51]1[CH2:56][CH2:55][NH:54][CH2:53][CH2:52]1.C(N(CC)C(C)C)(C)C, predict the reaction product. (2) Given the reactants [OH:1][CH:2]([CH2:6][C:7]1[CH:12]=[CH:11][CH:10]=[CH:9][CH:8]=1)[C:3]([OH:5])=[O:4].N1C=CN=C1.[Si:18](Cl)([C:21]([CH3:24])([CH3:23])[CH3:22])([CH3:20])[CH3:19].C(=O)([O-])[O-].[K+].[K+], predict the reaction product. The product is: [Si:18]([O:1][CH:2]([CH2:6][C:7]1[CH:12]=[CH:11][CH:10]=[CH:9][CH:8]=1)[C:3]([OH:5])=[O:4])([C:21]([CH3:24])([CH3:23])[CH3:22])([CH3:20])[CH3:19]. (3) Given the reactants [CH2:1]([O:3][C:4](=[O:14])[CH2:5][C:6]1[CH:11]=[CH:10][C:9]([Cl:12])=[C:8]([OH:13])[CH:7]=1)[CH3:2].[CH3:15][S:16]([C:19]1[CH:24]=[CH:23][C:22](F)=[C:21]([Cl:26])[CH:20]=1)(=[O:18])=[O:17].C(=O)([O-])[O-].[Cs+].[Cs+].CN1C(=O)CCC1, predict the reaction product. The product is: [CH2:1]([O:3][C:4](=[O:14])[CH2:5][C:6]1[CH:11]=[CH:10][C:9]([Cl:12])=[C:8]([O:13][C:22]2[CH:23]=[CH:24][C:19]([S:16]([CH3:15])(=[O:18])=[O:17])=[CH:20][C:21]=2[Cl:26])[CH:7]=1)[CH3:2]. (4) Given the reactants [CH2:1]([O:3][C:4]([C:6]1[C:10]([CH2:11]O)=[C:9]([Br:13])[N:8]([C:14]2[CH:19]=[CH:18][CH:17]=[CH:16][CH:15]=2)[N:7]=1)=[O:5])[CH3:2].P(Br)(Br)[Br:21], predict the reaction product. The product is: [Br:13][C:9]1[N:8]([C:14]2[CH:19]=[CH:18][CH:17]=[CH:16][CH:15]=2)[N:7]=[C:6]([C:4]([O:3][CH2:1][CH3:2])=[O:5])[C:10]=1[CH2:11][Br:21].